From a dataset of Peptide-MHC class II binding affinity with 134,281 pairs from IEDB. Regression. Given a peptide amino acid sequence and an MHC pseudo amino acid sequence, predict their binding affinity value. This is MHC class II binding data. (1) The peptide sequence is KRQGPKQMLVGGVVL. The MHC is HLA-DQA10501-DQB10303 with pseudo-sequence HLA-DQA10501-DQB10303. The binding affinity (normalized) is 0.622. (2) The MHC is HLA-DQA10102-DQB10502 with pseudo-sequence HLA-DQA10102-DQB10502. The binding affinity (normalized) is 0.223. The peptide sequence is AEDVIPEGWKADTSY. (3) The peptide sequence is AKNMKNLVWNDELAY. The MHC is DRB1_0101 with pseudo-sequence DRB1_0101. The binding affinity (normalized) is 0.273. (4) The peptide sequence is SGSQEVEFIGYGKAT. The MHC is DRB5_0101 with pseudo-sequence DRB5_0101. The binding affinity (normalized) is 0.257. (5) The peptide sequence is LANAGRSSGSRRPLG. The MHC is DRB1_1302 with pseudo-sequence DRB1_1302. The binding affinity (normalized) is 0. (6) The peptide sequence is VGINTRNMTMSMSMI. The MHC is HLA-DQA10102-DQB10501 with pseudo-sequence HLA-DQA10102-DQB10501. The binding affinity (normalized) is 0.661. (7) The peptide sequence is PEAFNYMDKFNEQEINLSLE. The MHC is DRB1_0701 with pseudo-sequence DRB1_0701. The binding affinity (normalized) is 0.655.